This data is from Catalyst prediction with 721,799 reactions and 888 catalyst types from USPTO. The task is: Predict which catalyst facilitates the given reaction. The catalyst class is: 1. Product: [CH3:7][O:8][C:9]1[CH:17]=[CH:16][C:1]([C:2]([Cl:4])=[O:3])=[CH:11][C:10]=1[N+:18]([O-:20])=[O:19]. Reactant: [C:1](Cl)(=O)[C:2]([Cl:4])=[O:3].[CH3:7][O:8][C:9]1[CH:17]=[CH:16]C(C(O)=O)=[CH:11][C:10]=1[N+:18]([O-:20])=[O:19].